This data is from Reaction yield outcomes from USPTO patents with 853,638 reactions. The task is: Predict the reaction yield, written as a fraction of the theoretical maximum amount of product (1.0 means a 100% yield; for example, 0.34 means a 34% yield). (1) The reactants are Cl[CH2:2][C:3]([NH:5][C:6]1[CH:7]=[C:8]([CH:25]=[CH:26][C:27]=1[O:28][C:29]([F:32])([F:31])[F:30])[C:9]([NH:11][C:12]1[CH:13]=[N:14][C:15]([C:18]2[CH:23]=[CH:22][CH:21]=[CH:20][C:19]=2[F:24])=[CH:16][CH:17]=1)=[O:10])=[O:4].[I-].[K+].C(N(C(C)C)C(C)C)C.[CH3:44][N:45]1[CH2:50][CH2:49][NH:48][C@@H:47]([CH3:51])[CH2:46]1. The catalyst is CN(C=O)C. The product is [CH3:51][C@H:47]1[CH2:46][N:45]([CH3:44])[CH2:50][CH2:49][N:48]1[CH2:2][C:3]([NH:5][C:6]1[CH:7]=[C:8]([CH:25]=[CH:26][C:27]=1[O:28][C:29]([F:32])([F:31])[F:30])[C:9]([NH:11][C:12]1[CH:13]=[N:14][C:15]([C:18]2[CH:23]=[CH:22][CH:21]=[CH:20][C:19]=2[F:24])=[CH:16][CH:17]=1)=[O:10])=[O:4]. The yield is 0.300. (2) The reactants are [NH2:1][CH:2]([C:7]1[CH:12]=[CH:11][C:10]([Cl:13])=[CH:9][CH:8]=1)[C:3](OC)=[O:4].[NH3:14]. No catalyst specified. The product is [NH2:1][CH:2]([C:7]1[CH:12]=[CH:11][C:10]([Cl:13])=[CH:9][CH:8]=1)[C:3]([NH2:14])=[O:4]. The yield is 0.860. (3) The reactants are C(NC(C)C)(C)C.[Li]CCCC.COP([CH2:19][C:20]1[N:21]([CH3:36])[C:22]2[C:27]([N:28]=1)=[C:26]([N:29]1[CH2:34][CH2:33][O:32][CH2:31][CH2:30]1)[N:25]=[C:24]([Cl:35])[N:23]=2)(=O)OC.[C:37]([O:41][C:42]([N:44]1[CH2:47][C:46](=O)[CH2:45]1)=[O:43])([CH3:40])([CH3:39])[CH3:38]. The catalyst is C1COCC1. The product is [C:37]([O:41][C:42]([N:44]1[CH2:47][C:46](=[CH:19][C:20]2[N:21]([CH3:36])[C:22]3[C:27]([N:28]=2)=[C:26]([N:29]2[CH2:30][CH2:31][O:32][CH2:33][CH2:34]2)[N:25]=[C:24]([Cl:35])[N:23]=3)[CH2:45]1)=[O:43])([CH3:40])([CH3:38])[CH3:39]. The yield is 0.920. (4) The reactants are [CH:1]1[C:13]2[N:12]([CH:14]3[C:23]4[C:18](=[CH:19][CH:20]=[CH:21][CH:22]=4)[N:17]([C:24](=[O:35])[C:25]4[CH:30]=[CH:29][C:28]([O:31][CH3:32])=[C:27]([O:33][CH3:34])[CH:26]=4)[CH:16]([CH2:36][CH2:37][CH2:38][CH2:39][C:40](O)=[O:41])[CH2:15]3)[C:11]3[C:6](=[CH:7][CH:8]=[CH:9][CH:10]=3)[C:5]=2[CH:4]=[CH:3][CH:2]=1.Cl.[CH2:44]([O:46][C:47](=[O:51])[CH2:48][CH2:49][NH2:50])[CH3:45].ON1C2C=CC=CC=2N=N1.Cl.C(N=C=NCCCN(C)C)C. The catalyst is CN(C)C=O. The product is [CH:1]1[C:13]2[N:12]([CH:14]3[C:23]4[C:18](=[CH:19][CH:20]=[CH:21][CH:22]=4)[N:17]([C:24](=[O:35])[C:25]4[CH:30]=[CH:29][C:28]([O:31][CH3:32])=[C:27]([O:33][CH3:34])[CH:26]=4)[CH:16]([CH2:36][CH2:37][CH2:38][CH2:39][C:40]([NH:50][CH2:49][CH2:48][C:47]([O:46][CH2:44][CH3:45])=[O:51])=[O:41])[CH2:15]3)[C:11]3[C:6](=[CH:7][CH:8]=[CH:9][CH:10]=3)[C:5]=2[CH:4]=[CH:3][CH:2]=1. The yield is 0.810. (5) The reactants are [CH2:1]([CH:3]([C:6]1[C:10]([CH2:11][CH2:12][CH2:13][OH:14])=[CH:9][N:8]([C:15]2[CH:20]=[CH:19][C:18]([C:21]([F:24])([F:23])[F:22])=[CH:17][N:16]=2)[N:7]=1)[CH2:4][CH3:5])[CH3:2].[CH2:25]([O:27][C:28]1[C:29](O)=[C:30]([CH2:34][C:35]([O:37]C)=[O:36])[CH:31]=[CH:32][CH:33]=1)[CH3:26].C(P(CCCC)CCCC)CCC.N(C(N1CCCCC1)=O)=NC(N1CCCCC1)=O. The catalyst is O1CCCC1. The product is [CH2:25]([O:27][C:28]1[C:29]([O:14][CH2:13][CH2:12][CH2:11][C:10]2[C:6]([CH:3]([CH2:4][CH3:5])[CH2:1][CH3:2])=[N:7][N:8]([C:15]3[CH:20]=[CH:19][C:18]([C:21]([F:23])([F:24])[F:22])=[CH:17][N:16]=3)[CH:9]=2)=[C:30]([CH2:34][C:35]([OH:37])=[O:36])[CH:31]=[CH:32][CH:33]=1)[CH3:26]. The yield is 0.890.